Task: Predict the reaction yield, written as a fraction of the theoretical maximum amount of product (1.0 means a 100% yield; for example, 0.34 means a 34% yield).. Dataset: Reaction yield outcomes from USPTO patents with 853,638 reactions (1) The reactants are [I:1][C:2]1[CH:7]=[CH:6][C:5]([N:8]2[CH2:13][CH2:12][NH:11][CH2:10][CH2:9]2)=[CH:4][CH:3]=1.C([O-])([O-])=O.[K+].[K+].I[CH2:21][CH3:22]. The catalyst is CC(C)=O. The product is [CH2:21]([N:11]1[CH2:12][CH2:13][N:8]([C:5]2[CH:4]=[CH:3][C:2]([I:1])=[CH:7][CH:6]=2)[CH2:9][CH2:10]1)[CH3:22]. The yield is 0.850. (2) The reactants are [Cl:1][C:2]1[CH:3]=[CH:4][C:5]2[N:6]([C:8]([CH2:11][O:12][CH3:13])=[CH:9][N:10]=2)[N:7]=1.[NH2:14][CH2:15][C:16]1[CH:21]=[CH:20][CH:19]=[CH:18][N:17]=1.Cl.[CH3:23]COCC. No catalyst specified. The product is [ClH:1].[CH2:13]([O:12][CH2:11][C:8]1[N:6]2[N:7]=[C:2]([NH:14][CH2:15][C:16]3[CH:21]=[CH:20][CH:19]=[CH:18][N:17]=3)[CH:3]=[CH:4][C:5]2=[N:10][CH:9]=1)[CH3:23]. The yield is 0.120. (3) The reactants are [CH2:1]([N:8]1[CH2:13][CH2:12][NH:11][C:10]2[N:14]=[CH:15][C:16](I)=[CH:17][C:9]1=2)[C:2]1[CH:7]=[CH:6][CH:5]=[CH:4][CH:3]=1.[N:19]1[CH:24]=[CH:23][CH:22]=[C:21](B(O)O)[CH:20]=1. No catalyst specified. The product is [CH2:1]([N:8]1[CH2:13][CH2:12][NH:11][C:10]2[N:14]=[CH:15][C:16]([C:21]3[CH:20]=[N:19][CH:24]=[CH:23][CH:22]=3)=[CH:17][C:9]1=2)[C:2]1[CH:7]=[CH:6][CH:5]=[CH:4][CH:3]=1. The yield is 0.230.